Dataset: Full USPTO retrosynthesis dataset with 1.9M reactions from patents (1976-2016). Task: Predict the reactants needed to synthesize the given product. Given the product [NH2:7][C@@H:8]1[CH2:9][C@H:10]([NH:12][C:13]([C:15]2[C:23]3[C:18](=[N:19][CH:20]=[C:21]([C:24]4[C:32]5[C:27](=[CH:28][C:29]([F:33])=[CH:30][CH:31]=5)[N:26]([CH3:34])[N:25]=4)[N:22]=3)[NH:17][CH:16]=2)=[O:14])[CH2:11]1, predict the reactants needed to synthesize it. The reactants are: C(OC(=O)[NH:7][C@H:8]1[CH2:11][C@@H:10]([NH:12][C:13]([C:15]2[C:23]3[C:18](=[N:19][CH:20]=[C:21]([C:24]4[C:32]5[C:27](=[CH:28][C:29]([F:33])=[CH:30][CH:31]=5)[N:26]([CH3:34])[N:25]=4)[N:22]=3)[N:17](COCC[Si](C)(C)C)[CH:16]=2)=[O:14])[CH2:9]1)(C)(C)C.FC(F)(F)C(O)=O.C(N)CN.O.